From a dataset of M1 muscarinic receptor antagonist screen with 61,756 compounds. Binary Classification. Given a drug SMILES string, predict its activity (active/inactive) in a high-throughput screening assay against a specified biological target. (1) The molecule is O(C(=O)C1CN(C(=O)C1)Cc1occc1)CC(=O)c1ccc(OC(=O)c2occc2)cc1. The result is 0 (inactive). (2) The drug is S(=O)(=O)(N(CCCN1CCOCC1)Cc1cc(OC)c(OC)cc1)c1ccc(OC)cc1. The result is 0 (inactive). (3) The molecule is OC1=C(C(N(CCc2ccccc2)C1=O)c1cccnc1)C(=O)c1occc1. The result is 0 (inactive). (4) The molecule is S(=O)(=O)(N1CCCC1)c1ccc(NC(=O)CSc2oc(nn2)c2ccc(F)cc2)cc1. The result is 0 (inactive). (5) The molecule is O1C(CCC1)Cn1nnnc1C(N1CCOCC1)c1cc2c([nH]c1=O)c(ccc2)C. The result is 0 (inactive). (6) The compound is s1c2nc(SCC(=O)N(CC)CC)[nH]c(=O)c2c(c1C)C. The result is 0 (inactive). (7) The drug is O(c1n(c2c(n(c(=O)n(c2=O)C)C)n1)CCC)CCC. The result is 0 (inactive).